From a dataset of Forward reaction prediction with 1.9M reactions from USPTO patents (1976-2016). Predict the product of the given reaction. (1) Given the reactants [CH2:1]([O:3][C:4]1[CH:5]=[C:6]([C:13]2[O:17][N:16]=[C:15]([C:18]3[CH:19]=[C:20]4[C:24](=[CH:25][CH:26]=3)[N:23]([CH2:27][C:28]3([NH:36]C(=O)OC(C)(C)C)[CH2:33][O:32]C(C)(C)[O:30][CH2:29]3)[CH2:22][CH2:21]4)[N:14]=2)[CH:7]=[CH:8][C:9]=1[O:10][CH2:11][CH3:12])[CH3:2].CC1(C)OCC(NC(=O)OC(C)(C)C)(CNC2C=CC(CCCCCCCC)=CC=2)CO1, predict the reaction product. The product is: [NH2:36][C:28]([CH2:27][N:23]1[C:24]2[C:20](=[CH:19][C:18]([C:15]3[N:14]=[C:13]([C:6]4[CH:7]=[CH:8][C:9]([O:10][CH2:11][CH3:12])=[C:4]([O:3][CH2:1][CH3:2])[CH:5]=4)[O:17][N:16]=3)=[CH:26][CH:25]=2)[CH2:21][CH2:22]1)([CH2:29][OH:30])[CH2:33][OH:32]. (2) Given the reactants C([O:3][C:4](=O)[CH:5]([C:11]1[CH:16]=[N:15][C:14]([NH:17][C:18](=[O:37])[C@@H:19]([C:26]2[CH:31]=[CH:30][C:29]([S:32]([CH3:35])(=[O:34])=[O:33])=[C:28]([Cl:36])[CH:27]=2)[CH2:20][CH:21]2[CH2:25][CH2:24][CH2:23][CH2:22]2)=[CH:13][N:12]=1)[C:6](OCC)=[O:7])C.[H-].C([Al+]CC(C)C)C(C)C.O.C(OCC)(=O)C, predict the reaction product. The product is: [Cl:36][C:28]1[CH:27]=[C:26]([C@@H:19]([CH2:20][CH:21]2[CH2:25][CH2:24][CH2:23][CH2:22]2)[C:18]([NH:17][C:14]2[CH:13]=[N:12][C:11]([CH:5]([CH2:6][OH:7])[CH2:4][OH:3])=[CH:16][N:15]=2)=[O:37])[CH:31]=[CH:30][C:29]=1[S:32]([CH3:35])(=[O:34])=[O:33]. (3) Given the reactants [CH2:1]([NH:8][C:9]1[CH:10]=[C:11]([CH:15]=[CH:16][CH:17]=1)[C:12]([OH:14])=O)[C:2]1[CH:7]=[CH:6][CH:5]=[CH:4][CH:3]=1.CN(C(ON1N=[N:33][C:28]2[CH:29]=CC=N[C:27]1=2)=[N+](C)C)C.F[P-](F)(F)(F)(F)F.C(N(C(C)C)CC)(C)C.C(N)(C)C, predict the reaction product. The product is: [CH2:1]([NH:8][C:9]1[CH:10]=[C:11]([CH:15]=[CH:16][CH:17]=1)[C:12]([NH:33][CH:28]([CH3:29])[CH3:27])=[O:14])[C:2]1[CH:3]=[CH:4][CH:5]=[CH:6][CH:7]=1. (4) Given the reactants [Cl:1][C:2]1[CH:3]=[C:4]([NH:9][C:10]2[C:19]3[C:14](=[CH:15][C:16]([O:22][CH2:23][C:24]4[S:25][C:26]5[CH2:27][NH:28][CH2:29][CH2:30][C:31]=5[N:32]=4)=[C:17]([O:20][CH3:21])[CH:18]=3)[N:13]=[CH:12][N:11]=2)[CH:5]=[CH:6][C:7]=1[Cl:8].[CH:33](=O)[CH3:34].[BH3-]C#N.[Na+].CO.C(OCC)(=O)C, predict the reaction product. The product is: [ClH:1].[Cl:1][C:2]1[CH:3]=[C:4]([NH:9][C:10]2[C:19]3[C:14](=[CH:15][C:16]([O:22][CH2:23][C:24]4[S:25][C:26]5[CH2:27][N:28]([CH2:33][CH3:34])[CH2:29][CH2:30][C:31]=5[N:32]=4)=[C:17]([O:20][CH3:21])[CH:18]=3)[N:13]=[CH:12][N:11]=2)[CH:5]=[CH:6][C:7]=1[Cl:8]. (5) Given the reactants [Cl:1][C:2]1[C:3]([F:29])=[C:4]([NH:8][C:9]2[C:18]3[C:13](=[CH:14][C:15]([O:27][CH3:28])=[C:16]([CH2:19][NH:20][C:21]([CH3:26])([C:23]([NH2:25])=[O:24])[CH3:22])[CH:17]=3)[N:12]=[CH:11][N:10]=2)[CH:5]=[CH:6][CH:7]=1.[CH2:30]=O, predict the reaction product. The product is: [Cl:1][C:2]1[C:3]([F:29])=[C:4]([NH:8][C:9]2[C:18]3[C:13](=[CH:14][C:15]([O:27][CH3:28])=[C:16]([CH2:19][N:20]([CH3:30])[C:21]([CH3:26])([C:23]([NH2:25])=[O:24])[CH3:22])[CH:17]=3)[N:12]=[CH:11][N:10]=2)[CH:5]=[CH:6][CH:7]=1. (6) Given the reactants CC([O:4][C:5]1[CH:6]=[CH:7][C:8]2[C:18]3([O:27][C:25](=[O:26])[C:24]4[CH:23]=[CH:22][CH:21]=[CH:20][C:19]3=4)[C:17]3[CH:16]=[CH:15][C:14]([O:28]C(C)=O)=[CH:13][C:12]=3[O:11][C:9]=2[CH:10]=1)=O, predict the reaction product. The product is: [CH:21]1[CH:22]=[CH:23][C:24]([C:25]([OH:27])=[O:26])=[C:19]([C:18]2[C:8]3[CH:7]=[CH:6][C:5]([OH:4])=[CH:10][C:9]=3[O:11][C:12]3[C:17]=2[CH:16]=[CH:15][C:14]([CH:13]=3)=[O:28])[CH:20]=1. (7) Given the reactants [CH3:1][C:2]1[CH:7]=[CH:6][C:5]([S:8]([O:11][CH2:12][CH:13]2[CH2:22][CH2:21][C:20]3[C:15](=[C:16](Br)[CH:17]=[C:18]([F:23])[CH:19]=3)[O:14]2)(=[O:10])=[O:9])=[CH:4][CH:3]=1.[Cl:25][C:26]1[CH:31]=[CH:30][CH:29]=[CH:28][C:27]=1B(O)O.C(=O)([O-])[O-].[K+].[K+], predict the reaction product. The product is: [Cl:25][C:26]1[CH:31]=[CH:30][CH:29]=[CH:28][C:27]=1[C:16]1[CH:17]=[C:18]([F:23])[CH:19]=[C:20]2[C:15]=1[O:14][CH:13]([CH2:12][O:11][S:8]([C:5]1[CH:4]=[CH:3][C:2]([CH3:1])=[CH:7][CH:6]=1)(=[O:9])=[O:10])[CH2:22][CH2:21]2. (8) Given the reactants [NH2:1][C:2]1[S:3][CH:4]=[C:5]([CH2:7][O:8]/[N:9]=[C:10](/[C:17]2[CH:22]=[CH:21][CH:20]=[CH:19][CH:18]=2)\[C:11]2[NH:15][C:14](=[O:16])[O:13][N:12]=2)[N:6]=1.[C:23](=O)([O-])[O-].[K+].[K+].IC, predict the reaction product. The product is: [NH2:1][C:2]1[S:3][CH:4]=[C:5]([CH2:7][O:8]/[N:9]=[C:10](/[C:17]2[CH:22]=[CH:21][CH:20]=[CH:19][CH:18]=2)\[C:11]2[N:15]([CH3:23])[C:14](=[O:16])[O:13][N:12]=2)[N:6]=1. (9) Given the reactants [NH2:1][C:2]1[C:11]2[CH:10]=[CH:9][CH:8]=[C:7](Br)[C:6]=2[N:5]=[C:4]2[CH2:13][N:14]([CH:17]3[CH2:20][CH2:19][CH2:18]3)[C:15](=[O:16])[C:3]=12.[CH3:21][C:22]1[CH:23]=[CH:24][C:25]([Sn](CCCC)(CCCC)CCCC)=[N:26][CH:27]=1, predict the reaction product. The product is: [NH2:1][C:2]1[C:11]2[CH:10]=[CH:9][CH:8]=[C:7]([C:25]3[CH:24]=[CH:23][C:22]([CH3:21])=[CH:27][N:26]=3)[C:6]=2[N:5]=[C:4]2[CH2:13][N:14]([CH:17]3[CH2:20][CH2:19][CH2:18]3)[C:15](=[O:16])[C:3]=12.